Dataset: Peptide-MHC class I binding affinity with 185,985 pairs from IEDB/IMGT. Task: Regression. Given a peptide amino acid sequence and an MHC pseudo amino acid sequence, predict their binding affinity value. This is MHC class I binding data. (1) The peptide sequence is TASRHAEVI. The MHC is Patr-B0101 with pseudo-sequence Patr-B0101. The binding affinity (normalized) is 0.586. (2) The peptide sequence is LPPNLAAST. The MHC is HLA-A02:03 with pseudo-sequence HLA-A02:03. The binding affinity (normalized) is 0.0468. (3) The peptide sequence is VVYRGTTTYK. The MHC is Mamu-B8301 with pseudo-sequence Mamu-B8301. The binding affinity (normalized) is 0.481. (4) The peptide sequence is IAYESSNKI. The MHC is HLA-B51:01 with pseudo-sequence HLA-B51:01. The binding affinity (normalized) is 0.512. (5) The peptide sequence is MSGLVFHSQ. The MHC is Mamu-B52 with pseudo-sequence Mamu-B52. The binding affinity (normalized) is 0.133.